This data is from NCI-60 drug combinations with 297,098 pairs across 59 cell lines. The task is: Regression. Given two drug SMILES strings and cell line genomic features, predict the synergy score measuring deviation from expected non-interaction effect. (1) Drug 1: C1=CC=C(C(=C1)C(C2=CC=C(C=C2)Cl)C(Cl)Cl)Cl. Drug 2: C1=NC2=C(N1)C(=S)N=CN2. Cell line: SF-295. Synergy scores: CSS=48.7, Synergy_ZIP=0.608, Synergy_Bliss=3.24, Synergy_Loewe=-19.2, Synergy_HSA=4.93. (2) Drug 1: CS(=O)(=O)C1=CC(=C(C=C1)C(=O)NC2=CC(=C(C=C2)Cl)C3=CC=CC=N3)Cl. Drug 2: N.N.Cl[Pt+2]Cl. Cell line: A498. Synergy scores: CSS=3.85, Synergy_ZIP=-0.816, Synergy_Bliss=1.61, Synergy_Loewe=0.274, Synergy_HSA=0.452.